Dataset: Forward reaction prediction with 1.9M reactions from USPTO patents (1976-2016). Task: Predict the product of the given reaction. (1) Given the reactants [C:1]1([O:11][CH3:12])[C:2](=[CH:4][CH:5]=[C:6]([CH:10]=1)[CH2:7][CH:8]=[CH2:9])[OH:3].C([NH:20][CH2:21][C:22](O)=[O:23])(OC(C)(C)C)=O.CN1CCOCC1.CCN=C=NCCCN(C)C.Cl, predict the reaction product. The product is: [CH2:7]([C:6]1[CH:5]=[CH:4][C:2]([O:3][C:22](=[O:23])[CH2:21][NH2:20])=[C:1]([O:11][CH3:12])[CH:10]=1)[CH:8]=[CH2:9]. (2) Given the reactants [Cl:1][C:2]1[C:3]([Cl:29])=[CH:4][C:5]2[C:6]3[CH2:21][CH2:20][N:19]([C:22]([O:24][C:25]([CH3:28])([CH3:27])[CH3:26])=[O:23])[CH2:18][CH2:17][C:7]=3[N:8]([CH2:11][C:12](OCC)=[O:13])[C:9]=2[CH:10]=1.[Li+].[BH4-].[OH-].[Na+].CCOC(C)=O, predict the reaction product. The product is: [Cl:1][C:2]1[C:3]([Cl:29])=[CH:4][C:5]2[C:6]3[CH2:21][CH2:20][N:19]([C:22]([O:24][C:25]([CH3:27])([CH3:26])[CH3:28])=[O:23])[CH2:18][CH2:17][C:7]=3[N:8]([CH2:11][CH2:12][OH:13])[C:9]=2[CH:10]=1.